Dataset: Reaction yield outcomes from USPTO patents with 853,638 reactions. Task: Predict the reaction yield, written as a fraction of the theoretical maximum amount of product (1.0 means a 100% yield; for example, 0.34 means a 34% yield). (1) The reactants are B.O1CCCC1.[Br:7][C:8]1[CH:13]=[CH:12][C:11]([C@H:14]2[CH2:19][N:18]([C@@H:20]([C:22]3[CH:27]=[CH:26][CH:25]=[CH:24][CH:23]=3)[CH3:21])[C:17](=O)[CH2:16][O:15]2)=[CH:10][CH:9]=1.CO. The catalyst is O1CCCC1. The product is [Br:7][C:8]1[CH:9]=[CH:10][C:11]([C@@H:14]2[O:15][CH2:16][CH2:17][N:18]([C@@H:20]([C:22]3[CH:23]=[CH:24][CH:25]=[CH:26][CH:27]=3)[CH3:21])[CH2:19]2)=[CH:12][CH:13]=1. The yield is 0.963. (2) The product is [F:10][C:9]([F:12])([F:11])[CH2:8][N:7]1[CH2:2][CH2:3][NH:4][C:5]1=[O:6]. The reactants are Cl[CH2:2][CH2:3][NH:4][C:5]([NH:7][CH2:8][C:9]([F:12])([F:11])[F:10])=[O:6].[H-].[Na+]. The yield is 0.980. The catalyst is C1COCC1. (3) The reactants are [Cl:1][C:2]1[CH:3]=[C:4]([CH:12]([CH2:16][CH:17]2[CH2:21][CH2:20][CH2:19][CH2:18]2)[C:13]([OH:15])=O)[CH:5]=[CH:6][C:7]=1[S:8]([CH3:11])(=[O:10])=[O:9].C(Cl)(=O)C(Cl)=O.[NH2:28][C:29]1[CH:34]=[CH:33][N:32]=[C:31]([CH3:35])[N:30]=1.N1C=CC=CC=1. The catalyst is C(Cl)Cl.CN(C)C=O.O. The product is [Cl:1][C:2]1[CH:3]=[C:4]([CH:12]([CH2:16][CH:17]2[CH2:21][CH2:20][CH2:19][CH2:18]2)[C:13]([NH:28][C:29]2[CH:34]=[CH:33][N:32]=[C:31]([CH3:35])[N:30]=2)=[O:15])[CH:5]=[CH:6][C:7]=1[S:8]([CH3:11])(=[O:9])=[O:10]. The yield is 0.250. (4) The reactants are Cl[C:2]1[N:7]=[C:6]([NH:8][CH2:9][C:10]2[CH:15]=[CH:14][CH:13]=[C:12]([O:16][CH3:17])[CH:11]=2)[C:5]([Cl:18])=[CH:4][N:3]=1.[NH2:19][C:20]1[CH:21]=[C:22]([CH:25]=[CH:26][CH:27]=1)[CH2:23][OH:24].O.C1(C)C=CC(S(O)(=O)=O)=CC=1. The catalyst is O1CCOCC1. The product is [Cl:18][C:5]1[C:6]([NH:8][CH2:9][C:10]2[CH:15]=[CH:14][CH:13]=[C:12]([O:16][CH3:17])[CH:11]=2)=[N:7][C:2]([NH:19][C:20]2[CH:21]=[C:22]([CH2:23][OH:24])[CH:25]=[CH:26][CH:27]=2)=[N:3][CH:4]=1. The yield is 0.980. (5) The reactants are C([O:8][C:9]1[C:10]2[CH:29]=[CH:28][CH:27]=[CH:26][C:11]=2[C:12]2[C@H:13]([CH2:24][Cl:25])[CH2:14][N:15]([C:18](=[O:23])[C:19]([F:22])([F:21])[F:20])[C:16]=2[CH:17]=1)C1C=CC=CC=1.C([O-])=O.[NH4+]. The catalyst is C1COCC1.[Pd]. The product is [Cl:25][CH2:24][C@H:13]1[C:12]2[C:11]3[CH:26]=[CH:27][CH:28]=[CH:29][C:10]=3[C:9]([OH:8])=[CH:17][C:16]=2[N:15]([C:18](=[O:23])[C:19]([F:22])([F:20])[F:21])[CH2:14]1. The yield is 0.880.